From a dataset of NCI-60 drug combinations with 297,098 pairs across 59 cell lines. Regression. Given two drug SMILES strings and cell line genomic features, predict the synergy score measuring deviation from expected non-interaction effect. (1) Drug 1: CC=C1C(=O)NC(C(=O)OC2CC(=O)NC(C(=O)NC(CSSCCC=C2)C(=O)N1)C(C)C)C(C)C. Drug 2: C1CNP(=O)(OC1)N(CCCl)CCCl. Cell line: MDA-MB-435. Synergy scores: CSS=-2.67, Synergy_ZIP=2.98, Synergy_Bliss=2.34, Synergy_Loewe=-2.26, Synergy_HSA=-2.31. (2) Drug 1: C1CN1C2=NC(=NC(=N2)N3CC3)N4CC4. Drug 2: C1=CC=C(C(=C1)C(C2=CC=C(C=C2)Cl)C(Cl)Cl)Cl. Cell line: SK-MEL-5. Synergy scores: CSS=42.2, Synergy_ZIP=0.612, Synergy_Bliss=0.521, Synergy_Loewe=-34.4, Synergy_HSA=-0.586.